This data is from Cav3 T-type calcium channel HTS with 100,875 compounds. The task is: Binary Classification. Given a drug SMILES string, predict its activity (active/inactive) in a high-throughput screening assay against a specified biological target. The molecule is Brc1cc(C2N(C(=O)C3C2C=CCC3C)Cc2ccccc2)c(OC)cc1. The result is 0 (inactive).